Dataset: Peptide-MHC class II binding affinity with 134,281 pairs from IEDB. Task: Regression. Given a peptide amino acid sequence and an MHC pseudo amino acid sequence, predict their binding affinity value. This is MHC class II binding data. (1) The peptide sequence is ATPEAKFDSFVAAFT. The binding affinity (normalized) is 0.704. The MHC is HLA-DQA10401-DQB10402 with pseudo-sequence HLA-DQA10401-DQB10402. (2) The peptide sequence is PATPAAPGAGYTPAT. The MHC is DRB3_0101 with pseudo-sequence DRB3_0101. The binding affinity (normalized) is 0. (3) The peptide sequence is GIAQSASVLSFMDKG. The MHC is DRB3_0202 with pseudo-sequence DRB3_0202. The binding affinity (normalized) is 0.625. (4) The peptide sequence is TACLSKAYANMWSLM. The MHC is DRB4_0103 with pseudo-sequence DRB4_0103. The binding affinity (normalized) is 0.441.